From a dataset of NCI-60 drug combinations with 297,098 pairs across 59 cell lines. Regression. Given two drug SMILES strings and cell line genomic features, predict the synergy score measuring deviation from expected non-interaction effect. (1) Drug 1: CC1CCC2CC(C(=CC=CC=CC(CC(C(=O)C(C(C(=CC(C(=O)CC(OC(=O)C3CCCCN3C(=O)C(=O)C1(O2)O)C(C)CC4CCC(C(C4)OC)O)C)C)O)OC)C)C)C)OC. Drug 2: CC1=C(C(=CC=C1)Cl)NC(=O)C2=CN=C(S2)NC3=CC(=NC(=N3)C)N4CCN(CC4)CCO. Cell line: SF-295. Synergy scores: CSS=4.02, Synergy_ZIP=-4.39, Synergy_Bliss=-5.84, Synergy_Loewe=-7.13, Synergy_HSA=-7.13. (2) Drug 1: CC1=C(C(CCC1)(C)C)C=CC(=CC=CC(=CC(=O)O)C)C. Drug 2: C1CC(=O)NC(=O)C1N2C(=O)C3=CC=CC=C3C2=O. Cell line: IGROV1. Synergy scores: CSS=-2.29, Synergy_ZIP=1.38, Synergy_Bliss=0.845, Synergy_Loewe=-0.958, Synergy_HSA=-1.29.